From a dataset of Full USPTO retrosynthesis dataset with 1.9M reactions from patents (1976-2016). Predict the reactants needed to synthesize the given product. (1) Given the product [NH2:1][C:2]1[N:10]=[C:9]([O:11][CH2:12][CH2:13][O:14][CH3:15])[N:8]=[C:7]2[C:3]=1[N:4]=[C:5]([O:25][CH3:26])[N:6]2[CH2:16][C:17]1[CH:18]=[CH:19][C:20]([CH:21]=[O:30])=[CH:23][CH:24]=1, predict the reactants needed to synthesize it. The reactants are: [NH2:1][C:2]1[N:10]=[C:9]([O:11][CH2:12][CH2:13][O:14][CH3:15])[N:8]=[C:7]2[C:3]=1[N:4]=[C:5]([O:25][CH3:26])[N:6]2[CH2:16][C:17]1[CH:24]=[CH:23][C:20]([C:21]#N)=[CH:19][CH:18]=1.C1C[O:30]CC1. (2) Given the product [CH:1]1([CH2:4][O:5][C:6]2[N:11]=[C:10]([C:12]([N:21]3[CH2:25][CH2:24][CH2:23][C@H:22]3[CH2:26][OH:27])=[O:14])[CH:9]=[CH:8][C:7]=2[N:15]2[CH2:18][C:17]([F:20])([F:19])[CH2:16]2)[CH2:2][CH2:3]1, predict the reactants needed to synthesize it. The reactants are: [CH:1]1([CH2:4][O:5][C:6]2[N:11]=[C:10]([C:12]([OH:14])=O)[CH:9]=[CH:8][C:7]=2[N:15]2[CH2:18][C:17]([F:20])([F:19])[CH2:16]2)[CH2:3][CH2:2]1.[NH:21]1[CH2:25][CH2:24][CH2:23][C@H:22]1[CH2:26][OH:27]. (3) Given the product [CH2:21]([O:20][C:18](=[O:19])[CH:17]([S:9][C:6]1[CH:7]=[CH:8][C:3]([O:2][CH3:1])=[CH:4][CH:5]=1)[CH3:23])[CH3:22], predict the reactants needed to synthesize it. The reactants are: [CH3:1][O:2][C:3]1[CH:8]=[CH:7][C:6]([SH:9])=[CH:5][CH:4]=1.C([O-])([O-])=O.[K+].[K+].Br[CH:17]([CH3:23])[C:18]([O:20][CH2:21][CH3:22])=[O:19]. (4) The reactants are: [Br:1][C:2]1[CH:3]=[C:4]([C:11]2[CH:16]=[CH:15][N:14]=[CH:13][CH:12]=2)[C:5]2[O:9][CH2:8][CH2:7][C:6]=2[CH:10]=1.[CH2:17](Br)[C:18]1[CH:23]=[CH:22][CH:21]=[CH:20][CH:19]=1.C(Cl)Cl.CO.[BH4-].[Na+]. Given the product [CH2:17]([N:14]1[CH2:15][CH:16]=[C:11]([C:4]2[C:5]3[O:9][CH2:8][CH2:7][C:6]=3[CH:10]=[C:2]([Br:1])[CH:3]=2)[CH2:12][CH2:13]1)[C:18]1[CH:23]=[CH:22][CH:21]=[CH:20][CH:19]=1, predict the reactants needed to synthesize it. (5) Given the product [C:1]([C:4]1[CH:5]=[CH:6][C:7]2[N:8]([C:10]([C:13]([OH:15])=[O:14])=[CH:11][N:12]=2)[CH:9]=1)(=[S:3])[NH2:2], predict the reactants needed to synthesize it. The reactants are: [C:1]([C:4]1[CH:5]=[CH:6][C:7]2[N:8]([C:10]([C:13]([O:15]CC)=[O:14])=[CH:11][N:12]=2)[CH:9]=1)(=[S:3])[NH2:2].[Li+].[OH-]. (6) Given the product [C:1]([O:5][C:6](=[O:7])[NH:8][CH2:9][CH2:10][C@H:11]([NH:15][C:16]([O:18][CH2:19][CH:20]1[C:32]2[CH:31]=[CH:30][CH:29]=[CH:28][C:27]=2[C:26]2[C:21]1=[CH:22][CH:23]=[CH:24][CH:25]=2)=[O:17])[C:12]([N:66]1[CH2:71][CH2:70][O:69][CH2:68][CH2:67]1)=[O:14])([CH3:3])([CH3:2])[CH3:4], predict the reactants needed to synthesize it. The reactants are: [C:1]([O:5][C:6]([NH:8][CH2:9][CH2:10][C@H:11]([NH:15][C:16]([O:18][CH2:19][CH:20]1[C:32]2[CH:31]=[CH:30][CH:29]=[CH:28][C:27]=2[C:26]2[C:21]1=[CH:22][CH:23]=[CH:24][CH:25]=2)=[O:17])[C:12]([OH:14])=O)=[O:7])([CH3:4])([CH3:3])[CH3:2].F[P-](F)(F)(F)(F)F.N1(OC(N(C)C)=[N+](C)C)C2N=CC=CC=2N=N1.CC1C=C(C)C=C(C)N=1.[NH:66]1[CH2:71][CH2:70][O:69][CH2:68][CH2:67]1.[Cl-].[Na+]. (7) Given the product [CH:37]([OH:55])=[O:36].[C:44]([C:42]1[CH:43]=[C:39]([NH:38][C:37]([NH:32][C@@H:25]2[C:26]3[C:31](=[CH:30][CH:29]=[CH:28][CH:27]=3)[C@H:22]([O:21][C:18]3[CH:19]=[CH:20][C:15]4[N:16]([C:12]([C:10]5[CH:9]=[CH:8][N:7]=[C:6]([N:1]6[CH2:5][CH2:4][CH2:3][CH2:2]6)[CH:11]=5)=[N:13][N:14]=4)[CH:17]=3)[CH2:23][CH2:24]2)=[O:36])[N:40]([C:48]2[CH:53]=[CH:52][C:51]([CH3:54])=[CH:50][CH:49]=2)[N:41]=1)([CH3:47])([CH3:45])[CH3:46], predict the reactants needed to synthesize it. The reactants are: [N:1]1([C:6]2[CH:11]=[C:10]([C:12]3[N:16]4[CH:17]=[C:18]([O:21][C@H:22]5[C:31]6[C:26](=[CH:27][CH:28]=[CH:29][CH:30]=6)[C@@H:25]([NH2:32])[CH2:24][CH2:23]5)[CH:19]=[CH:20][C:15]4=[N:14][N:13]=3)[CH:9]=[CH:8][N:7]=2)[CH2:5][CH2:4][CH2:3][CH2:2]1.ClC(Cl)(Cl)C[O:36][C:37](=[O:55])[NH:38][C:39]1[N:40]([C:48]2[CH:53]=[CH:52][C:51]([CH3:54])=[CH:50][CH:49]=2)[N:41]=[C:42]([C:44]([CH3:47])([CH3:46])[CH3:45])[CH:43]=1.CCN(C(C)C)C(C)C.C(O)=O.